Dataset: CYP3A4 inhibition data for predicting drug metabolism from PubChem BioAssay. Task: Regression/Classification. Given a drug SMILES string, predict its absorption, distribution, metabolism, or excretion properties. Task type varies by dataset: regression for continuous measurements (e.g., permeability, clearance, half-life) or binary classification for categorical outcomes (e.g., BBB penetration, CYP inhibition). Dataset: cyp3a4_veith. (1) The compound is O=C(C[N+]1(c2ccccc2)CCOCC1)c1ccccc1. The result is 0 (non-inhibitor). (2) The drug is COc1ccc(C(=O)Nc2ccc(Cl)cn2)cc1Cl. The result is 1 (inhibitor). (3) The drug is COc1ccc(-n2c(=O)c(-c3ccc(F)cc3)nc3cnc(N4CCOCC4)nc32)cc1. The result is 0 (non-inhibitor). (4) The result is 0 (non-inhibitor). The molecule is CC(=O)Nc1cccc(NC(=O)C2CCCN2C(=O)Nc2ccccc2C)c1. (5) The compound is C[n+]1cccc(CNC(=O)/C=N/O)c1.[I-]. The result is 0 (non-inhibitor).